Dataset: Reaction yield outcomes from USPTO patents with 853,638 reactions. Task: Predict the reaction yield, written as a fraction of the theoretical maximum amount of product (1.0 means a 100% yield; for example, 0.34 means a 34% yield). (1) The yield is 0.780. The catalyst is S(Cl)(Cl)=O.ClCCl. The reactants are [F:1][C:2]1[CH:10]=[C:9]([C:11]#[N:12])[CH:8]=[CH:7][C:3]=1[C:4]([OH:6])=O.[NH2:13][C:14]1[CH:19]=[CH:18][C:17]([Cl:20])=[CH:16][C:15]=1[C:21]([NH:23][C:24]1[CH:29]=[CH:28][C:27]([Cl:30])=[CH:26][N:25]=1)=[O:22].N1C=CC=CC=1. The product is [Cl:20][C:17]1[CH:18]=[CH:19][C:14]([NH:13][C:4]([C:3]2[CH:7]=[CH:8][C:9]([C:11]#[N:12])=[CH:10][C:2]=2[F:1])=[O:6])=[C:15]([C:21](=[O:22])[NH:23][C:24]2[CH:29]=[CH:28][C:27]([Cl:30])=[CH:26][N:25]=2)[CH:16]=1. (2) The reactants are [CH3:1][C:2]1[O:6][N:5]=[C:4]([C:7]2[CH:12]=[CH:11][CH:10]=[CH:9][CH:8]=2)[C:3]=1[CH2:13][O:14][C:15]1[CH:23]=[CH:22][C:18]([C:19]([OH:21])=O)=[CH:17][N:16]=1.Cl.[F:25][CH2:26][CH2:27][NH2:28]. No catalyst specified. The product is [F:25][CH2:26][CH2:27][NH:28][C:19](=[O:21])[C:18]1[CH:22]=[CH:23][C:15]([O:14][CH2:13][C:3]2[C:4]([C:7]3[CH:8]=[CH:9][CH:10]=[CH:11][CH:12]=3)=[N:5][O:6][C:2]=2[CH3:1])=[N:16][CH:17]=1. The yield is 0.950.